Dataset: Forward reaction prediction with 1.9M reactions from USPTO patents (1976-2016). Task: Predict the product of the given reaction. (1) Given the reactants [C:1]1([C:7]2([C:13]#[N:14])[CH2:12][CH2:11][NH:10][CH2:9][CH2:8]2)[CH:6]=[CH:5][CH:4]=[CH:3][CH:2]=1.C=O.[C:17](O[BH-](OC(=O)C)OC(=O)C)(=O)C.C(O)(=O)C, predict the reaction product. The product is: [CH3:17][N:10]1[CH2:9][CH2:8][C:7]([C:1]2[CH:2]=[CH:3][CH:4]=[CH:5][CH:6]=2)([C:13]#[N:14])[CH2:12][CH2:11]1. (2) Given the reactants [F:1][C:2]1[CH:7]=[CH:6][C:5]([NH:8][C:9](=O)[C@@H:10]([NH:12][C:13]2[N:21]=[CH:20][N:19]=[C:18]3[C:14]=2[N:15]=[CH:16][NH:17]3)[CH3:11])=[C:4]([NH:23][C:24]2[CH:25]=[N:26][C:27](F)=[CH:28][CH:29]=2)[CH:3]=1.CC(O)=[O:33], predict the reaction product. The product is: [F:1][C:2]1[CH:7]=[CH:6][C:5]2[N:8]=[C:9]([CH:10]([NH:12][C:13]3[N:21]=[CH:20][N:19]=[C:18]4[C:14]=3[N:15]=[CH:16][NH:17]4)[CH3:11])[N:23]([C:24]3[CH:29]=[CH:28][C:27](=[O:33])[NH:26][CH:25]=3)[C:4]=2[CH:3]=1.